Dataset: Forward reaction prediction with 1.9M reactions from USPTO patents (1976-2016). Task: Predict the product of the given reaction. (1) The product is: [Br:54][CH2:26][C:8]1[N:9]([S:16]([C:19]2[CH:20]=[CH:21][C:22]([CH3:25])=[CH:23][CH:24]=2)(=[O:17])=[O:18])[C:10]2[C:15]([C:7]=1[C:1]1[CH:2]=[CH:3][CH:4]=[CH:5][CH:6]=1)=[CH:14][CH:13]=[CH:12][CH:11]=2. Given the reactants [C:1]1([C:7]2[C:15]3[C:10](=[CH:11][CH:12]=[CH:13][CH:14]=3)[N:9]([S:16]([C:19]3[CH:24]=[CH:23][C:22]([CH3:25])=[CH:21][CH:20]=3)(=[O:18])=[O:17])[C:8]=2[CH2:26]O)[CH:6]=[CH:5][CH:4]=[CH:3][CH:2]=1.C1(P(C2C=CC=CC=2)C2C=CC=CC=2)C=CC=CC=1.C1C(=O)N([Br:54])C(=O)C1, predict the reaction product. (2) The product is: [Cl:1][C:2]1[CH:7]=[CH:6][C:5]2[C:12](=[O:14])[C:11]3[CH:15]=[CH:16][C:17]([O:19][CH3:20])=[CH:18][C:10]=3[CH2:9][CH2:8][C:4]=2[CH:3]=1. Given the reactants [Cl:1][C:2]1[CH:3]=[C:4]([CH2:8][CH2:9][C:10]2[CH:18]=[C:17]([O:19][CH3:20])[CH:16]=[CH:15][C:11]=2[C:12]([OH:14])=O)[CH:5]=[CH:6][CH:7]=1.O=S(Cl)Cl.[Al+3].[Cl-].[Cl-].[Cl-], predict the reaction product. (3) Given the reactants C1C=CC(P(C2C=CC=CC=2)C2C=CC=CC=2)=CC=1.N1C=CN=C1.[I:25]I.[Br:27][C:28]1[CH:33]=[C:32]([F:34])[CH:31]=[CH:30][C:29]=1[CH2:35][CH2:36]O, predict the reaction product. The product is: [Br:27][C:28]1[CH:33]=[C:32]([F:34])[CH:31]=[CH:30][C:29]=1[CH2:35][CH2:36][I:25]. (4) Given the reactants [CH3:1][C:2]1([CH3:20])[C:10]2[C:5](=[CH:6][CH:7]=[C:8](OS(C(F)(F)F)(=O)=O)[CH:9]=2)[C:4](=[O:19])[CH2:3]1.[CH3:21][N:22]1[CH:26]=[CH:25][CH:24]=[C:23]1[C:27]#[N:28], predict the reaction product. The product is: [CH3:1][C:2]1([CH3:20])[C:10]2[C:5](=[CH:6][CH:7]=[C:8]([C:26]3[N:22]([CH3:21])[C:23]([C:27]#[N:28])=[CH:24][CH:25]=3)[CH:9]=2)[C:4](=[O:19])[CH2:3]1. (5) Given the reactants [C:1]([O:5][CH2:6][C:7]([CH2:16][O:17][CH3:18])([C:10]([CH3:15])([CH3:14])[CH:11]([CH3:13])[CH3:12])[CH2:8][OH:9])([CH3:4])([CH3:3])[CH3:2].[H-].[Na+].[C:21](OCC(O)C(COC)C(C)(C)C(C)C)(C)(C)C.CI, predict the reaction product. The product is: [C:1]([O:5][CH2:6][C:7]([CH2:8][O:9][CH3:21])([CH2:16][O:17][CH3:18])[C:10]([CH3:15])([CH3:14])[CH:11]([CH3:12])[CH3:13])([CH3:2])([CH3:3])[CH3:4]. (6) Given the reactants C(NC(C)C)(C)C.[Li]CCCC.[CH2:13]([CH:20]([NH:26][S:27]([C:30]1[CH:35]=[CH:34]C(Cl)=CC=1)(=[O:29])=[O:28])[C:21](=[O:25])[CH2:22][CH2:23][CH3:24])[C:14]1[CH:19]=[CH:18][CH:17]=[CH:16][CH:15]=1.[C:37]([Cl:41])(=O)[CH2:38][CH3:39].[CH2:42]1C[O:45][CH2:44][CH2:43]1, predict the reaction product. The product is: [CH2:13]([CH:20]([NH:26][S:27]([C:30]1[CH:35]=[CH:34][C:37]([Cl:41])=[CH:38][CH:39]=1)(=[O:28])=[O:29])[C:21](=[O:25])[CH:22]([CH2:23][CH3:24])[C:44](=[O:45])[CH2:43][CH3:42])[C:14]1[CH:15]=[CH:16][CH:17]=[CH:18][CH:19]=1. (7) Given the reactants [CH3:1][C:2]([CH3:38])([CH2:6][O:7][C:8]1[N:13]=[CH:12][C:11]([C:14]2[CH:15]=[N:16][C:17]([C:20]3[N:21](COCC[Si](C)(C)C)[CH:22]=[C:23]([C:25]([F:28])([F:27])[F:26])[N:24]=3)=[CH:18][CH:19]=2)=[C:10]([CH3:37])[CH:9]=1)[C:3]([OH:5])=[O:4].[OH-].[Na+], predict the reaction product. The product is: [CH3:1][C:2]([CH3:38])([CH2:6][O:7][C:8]1[N:13]=[CH:12][C:11]([C:14]2[CH:15]=[N:16][C:17]([C:20]3[NH:24][C:23]([C:25]([F:28])([F:26])[F:27])=[CH:22][N:21]=3)=[CH:18][CH:19]=2)=[C:10]([CH3:37])[CH:9]=1)[C:3]([OH:5])=[O:4].